From a dataset of Full USPTO retrosynthesis dataset with 1.9M reactions from patents (1976-2016). Predict the reactants needed to synthesize the given product. (1) Given the product [F:41][C:42]1[CH:43]=[C:44]2[C:49](=[CH:50][CH:51]=1)[N:48]=[CH:47][C:46]([C:52]([N:29]1[CH2:30][CH2:31][CH:26]([NH:25][C:22]3[N:21]=[CH:20][C:19]([C:4]4[CH:3]=[C:2]([CH3:1])[CH:7]=[C:6]([NH:8][C:9]5[CH:14]=[C:13]([C:15]([F:17])([F:18])[F:16])[CH:12]=[CH:11][N:10]=5)[N:5]=4)=[CH:24][CH:23]=3)[CH2:27][CH2:28]1)=[O:53])=[CH:45]2, predict the reactants needed to synthesize it. The reactants are: [CH3:1][C:2]1[CH:7]=[C:6]([NH:8][C:9]2[CH:14]=[C:13]([C:15]([F:18])([F:17])[F:16])[CH:12]=[CH:11][N:10]=2)[N:5]=[C:4]([C:19]2[CH:20]=[N:21][C:22]([NH:25][CH:26]3[CH2:31][CH2:30][NH:29][CH2:28][CH2:27]3)=[CH:23][CH:24]=2)[CH:3]=1.CCN(C(C)C)C(C)C.[F:41][C:42]1[CH:43]=[C:44]2[C:49](=[CH:50][CH:51]=1)[N:48]=[CH:47][C:46]([C:52](O)=[O:53])=[CH:45]2.C(P1(=O)OP(=O)(CCC)OP(=O)(CCC)O1)CC.[OH-].[NH4+]. (2) Given the product [CH3:18][C:15]1[CH:14]=[CH:13][C:12]2[CH2:11][CH2:10][CH2:9][C:8](=[O:21])[C:17]=2[N:16]=1, predict the reactants needed to synthesize it. The reactants are: C(=[C:8]1[C:17]2[N:16]=[C:15]([CH3:18])[CH:14]=[CH:13][C:12]=2[CH2:11][CH2:10][CH2:9]1)C1C=CC=CC=1.CO.[O:21]=[O+][O-]. (3) Given the product [CH2:52]([N:36]([CH3:37])[C:33]1[CH:32]=[CH:31][C:30]([CH2:29][CH:18]([NH:19][S:20]([C:23]2[CH:24]=[N:25][CH:26]=[CH:27][CH:28]=2)(=[O:22])=[O:21])[C:14]2[N:13]=[C:12]([N:11]([CH2:38][C:39]([O:41][C:42]([CH3:45])([CH3:44])[CH3:43])=[O:40])[C:9]([O:8][C:4]([CH3:7])([CH3:6])[CH3:5])=[O:10])[CH:17]=[CH:16][CH:15]=2)=[CH:35][CH:34]=1)[C:53]1[CH:58]=[CH:57][CH:56]=[CH:55][CH:54]=1, predict the reactants needed to synthesize it. The reactants are: C(#N)C.[C:4]([O:8][C:9]([N:11]([CH2:38][C:39]([O:41][C:42]([CH3:45])([CH3:44])[CH3:43])=[O:40])[C:12]1[CH:17]=[CH:16][CH:15]=[C:14]([CH:18]([CH2:29][C:30]2[CH:35]=[CH:34][C:33]([NH:36][CH3:37])=[CH:32][CH:31]=2)[NH:19][S:20]([C:23]2[CH:24]=[N:25][CH:26]=[CH:27][CH:28]=2)(=[O:22])=[O:21])[N:13]=1)=[O:10])([CH3:7])([CH3:6])[CH3:5].C(=O)([O-])[O-].[K+].[K+].[CH2:52](Br)[C:53]1[CH:58]=[CH:57][CH:56]=[CH:55][CH:54]=1. (4) Given the product [CH:15]([NH:18][S:2]([C:5]1[CH:6]=[C:7]2[C:11](=[CH:12][CH:13]=1)[NH:10][C:9](=[O:14])[CH2:8]2)(=[O:4])=[O:3])([CH3:17])[CH3:16], predict the reactants needed to synthesize it. The reactants are: Cl[S:2]([C:5]1[CH:6]=[C:7]2[C:11](=[CH:12][CH:13]=1)[NH:10][C:9](=[O:14])[CH2:8]2)(=[O:4])=[O:3].[CH:15]([NH2:18])([CH3:17])[CH3:16].N1C=CC=CC=1. (5) Given the product [C:25]([C:24]1[C:23](=[O:33])[N:2]([CH3:1])[C:3]2[CH:4]=[CH:5][C:6]([Br:19])=[C:7]3[C:8](=[O:18])[C:9]4[CH:10]=[CH:11][CH:12]=[CH:13][C:14]=4[C:15]=1[C:16]=23)(=[O:32])[C:26]1[CH:27]=[CH:28][CH:29]=[CH:30][CH:31]=1, predict the reactants needed to synthesize it. The reactants are: [CH3:1][NH:2][C:3]1[C:16]2[C:15](=O)[C:14]3[C:9](=[CH:10][CH:11]=[CH:12][CH:13]=3)[C:8](=[O:18])[C:7]=2[C:6]([Br:19])=[CH:5][CH:4]=1.C(O[C:23](=[O:33])[CH2:24][C:25](=[O:32])[C:26]1[CH:31]=[CH:30][CH:29]=[CH:28][CH:27]=1)C. (6) The reactants are: [Cl:1][C:2]1[C:3]2[C:10](I)=[CH:9][S:8][C:4]=2[N:5]=[CH:6][N:7]=1.[Cl:12][C:13]1[C:14]([CH3:28])=[C:15](B2OC(C)(C)C(C)(C)O2)[CH:16]=[CH:17][CH:18]=1.[O-]P([O-])([O-])=O.[K+].[K+].[K+].[NH4+].[Cl-]. Given the product [Cl:1][C:2]1[C:3]2[C:10]([C:15]3[CH:16]=[CH:17][CH:18]=[C:13]([Cl:12])[C:14]=3[CH3:28])=[CH:9][S:8][C:4]=2[N:5]=[CH:6][N:7]=1, predict the reactants needed to synthesize it. (7) Given the product [F:13][C:14]1[CH:15]=[C:16]([N:26]2[C:27](=[O:32])[CH:28]=[C:29]([CH3:30])[N:12]=[C:10]2[CH2:9][O:8][C:4]2[CH:5]=[N:6][CH:7]=[C:2]([F:1])[CH:3]=2)[CH:17]=[CH:18][C:19]=1[N:20]1[CH2:25][CH2:24][O:23][CH2:22][CH2:21]1, predict the reactants needed to synthesize it. The reactants are: [F:1][C:2]1[CH:3]=[C:4]([O:8][CH2:9][C:10]([NH2:12])=O)[CH:5]=[N:6][CH:7]=1.[F:13][C:14]1[CH:15]=[C:16]([NH:26][C:27](=[O:32])[CH2:28][C:29](=O)[CH3:30])[CH:17]=[CH:18][C:19]=1[N:20]1[CH2:25][CH2:24][O:23][CH2:22][CH2:21]1.CCOC(C)=O.O.